Dataset: Reaction yield outcomes from USPTO patents with 853,638 reactions. Task: Predict the reaction yield, written as a fraction of the theoretical maximum amount of product (1.0 means a 100% yield; for example, 0.34 means a 34% yield). The reactants are [NH2:1][C:2]1[CH:9]=[C:8]([N+:10]([O-:12])=[O:11])[CH:7]=[CH:6][C:3]=1[C:4]#[N:5].[Br:13]Br.S([O-])([O-])(=O)=S.[Na+].[Na+]. The catalyst is O1CCOCC1. The product is [NH2:1][C:2]1[CH:9]=[C:8]([N+:10]([O-:12])=[O:11])[C:7]([Br:13])=[CH:6][C:3]=1[C:4]#[N:5]. The yield is 0.360.